Regression. Given a peptide amino acid sequence and an MHC pseudo amino acid sequence, predict their binding affinity value. This is MHC class I binding data. From a dataset of Peptide-MHC class I binding affinity with 185,985 pairs from IEDB/IMGT. (1) The peptide sequence is GEAMHGQV. The MHC is H-2-Kk with pseudo-sequence H-2-Kk. The binding affinity (normalized) is 0.482. (2) The binding affinity (normalized) is 0.569. The peptide sequence is YLAWVPAHK. The MHC is HLA-A11:01 with pseudo-sequence HLA-A11:01. (3) The peptide sequence is RISSSLDQT. The MHC is HLA-A68:02 with pseudo-sequence HLA-A68:02. The binding affinity (normalized) is 0. (4) The peptide sequence is RYMYIYLFI. The MHC is HLA-A24:02 with pseudo-sequence HLA-A24:02. The binding affinity (normalized) is 0.872. (5) The peptide sequence is HVIYFTAFT. The MHC is HLA-A80:01 with pseudo-sequence HLA-A80:01. The binding affinity (normalized) is 0.0847.